This data is from Full USPTO retrosynthesis dataset with 1.9M reactions from patents (1976-2016). The task is: Predict the reactants needed to synthesize the given product. (1) Given the product [Cl:22][C:19]1[CH:20]=[CH:21][C:16]([CH2:15][NH:14][C:12]([C:9]2[CH:10]=[N:11][C:5]3[CH:4]=[N:3][C:2]([C:33]#[C:32][CH2:31][OH:34])=[N:7][C:6]=3[C:8]=2[OH:23])=[O:13])=[CH:17][CH:18]=1, predict the reactants needed to synthesize it. The reactants are: Br[C:2]1[N:3]=[CH:4][C:5]2[N:11]=[CH:10][C:9]([C:12]([NH:14][CH2:15][C:16]3[CH:21]=[CH:20][C:19]([Cl:22])=[CH:18][CH:17]=3)=[O:13])=[C:8]([OH:23])[C:6]=2[N:7]=1.C(N(CC)CC)C.[CH2:31]([OH:34])[C:32]#[CH:33].[NH4+].[Cl-]. (2) Given the product [F:31][C:28]1[CH:27]=[CH:26][C:25]([N:22]2[CH2:21][CH2:20][N:19]([CH2:18][CH2:17][CH2:16][N:8]3[CH2:7][CH2:6][C:5](=[O:14])[C:4]4=[CH:3][N:2]([CH3:1])[CH:11]=[C:10]4[S:9]3(=[O:13])=[O:12])[CH2:24][CH2:23]2)=[CH:30][CH:29]=1, predict the reactants needed to synthesize it. The reactants are: [CH3:1][N:2]1[CH:11]=[C:10]2[C:4]([C:5](=[O:14])[CH2:6][CH2:7][NH:8][S:9]2(=[O:13])=[O:12])=[CH:3]1.Cl[CH2:16][CH2:17][CH2:18][N:19]1[CH2:24][CH2:23][N:22]([C:25]2[CH:30]=[CH:29][C:28]([F:31])=[CH:27][CH:26]=2)[CH2:21][CH2:20]1.C(=O)([O-])[O-].[K+].[K+]. (3) Given the product [CH3:10][Si:11]([CH3:14])([CH3:13])[C:2]1[CH:3]=[C:4]([CH3:8])[CH:5]=[CH:6][CH:7]=1, predict the reactants needed to synthesize it. The reactants are: Cl[C:2]1[CH:3]=[C:4]([CH3:8])[CH:5]=[CH:6][CH:7]=1.[Mg].[CH3:10][Si:11]([CH3:14])([CH3:13])Cl. (4) Given the product [CH3:23][C:24]1([CH3:45])[O:28][CH:27]([CH2:29][N:30]2[C:38]3[C:33](=[CH:34][CH:35]=[CH:36][CH:37]=3)[C:32]([C:39]([C:2]3[CH:7]=[CH:6][N:5]4[C:8]([C:11]5[CH:16]=[CH:15][C:14]([F:17])=[CH:13][CH:12]=5)=[N:9][CH:10]=[C:4]4[CH:3]=3)([OH:44])[C:40]([F:43])([F:42])[F:41])=[CH:31]2)[CH2:26][O:25]1, predict the reactants needed to synthesize it. The reactants are: Br[C:2]1[CH:7]=[CH:6][N:5]2[C:8]([C:11]3[CH:16]=[CH:15][C:14]([F:17])=[CH:13][CH:12]=3)=[N:9][CH:10]=[C:4]2[CH:3]=1.C([Li])CCC.[CH3:23][C:24]1([CH3:45])[O:28][CH:27]([CH2:29][N:30]2[C:38]3[C:33](=[CH:34][CH:35]=[CH:36][CH:37]=3)[C:32]([C:39](=[O:44])[C:40]([F:43])([F:42])[F:41])=[CH:31]2)[CH2:26][O:25]1.